Predict the product of the given reaction. From a dataset of Forward reaction prediction with 1.9M reactions from USPTO patents (1976-2016). (1) Given the reactants O.[NH2:2][NH2:3].[Cl:4][C:5]1[CH:17]=[CH:16][C:8]([C:9]([CH2:11][C:12](OC)=[O:13])=O)=[CH:7][CH:6]=1, predict the reaction product. The product is: [Cl:4][C:5]1[CH:17]=[CH:16][C:8]([C:9]2[NH:3][N:2]=[C:12]([OH:13])[CH:11]=2)=[CH:7][CH:6]=1. (2) Given the reactants Br[C:2]1[C:6]([CH2:7][CH3:8])=[CH:5][S:4][C:3]=1[CH2:9][CH2:10][C:11]1[CH:22]=[CH:21][N:14]2[C:15](=[O:20])[CH:16]=[C:17]([OH:19])[N:18]=[C:13]2[CH:12]=1.C([SnH](CCCC)CCCC)CCC.[F-].[K+], predict the reaction product. The product is: [CH2:7]([C:6]1[CH:2]=[C:3]([CH2:9][CH2:10][C:11]2[CH:22]=[CH:21][N:14]3[C:15](=[O:20])[CH:16]=[C:17]([OH:19])[N:18]=[C:13]3[CH:12]=2)[S:4][CH:5]=1)[CH3:8]. (3) Given the reactants [N:1]1([C:25]([O:27][C:28]([CH3:31])([CH3:30])[CH3:29])=[O:26])[CH2:6][CH2:5][N:4](C(OCC2C=CC=CC=2)=O)[CH2:3][C@H:2]1[C:17]([O:19][CH:20]1[CH2:24][CH2:23][CH2:22][CH2:21]1)=[O:18], predict the reaction product. The product is: [N:1]1([C:25]([O:27][C:28]([CH3:31])([CH3:30])[CH3:29])=[O:26])[CH2:6][CH2:5][NH:4][CH2:3][C@H:2]1[C:17]([O:19][CH:20]1[CH2:24][CH2:23][CH2:22][CH2:21]1)=[O:18]. (4) Given the reactants [Br:1][C:2]1[C:3]([NH:10][C:11]2[C:16]([Cl:17])=[CH:15][N:14]=[C:13]([C:18]3[CH:23]=[CH:22][CH:21]=[CH:20][C:19]=3[CH:24]([OH:27])[CH:25]=[CH2:26])[N:12]=2)=[N:4][NH:5][C:6]=1[CH:7]1[CH2:9][CH2:8]1.[C:28](Cl)(=[O:30])[CH3:29], predict the reaction product. The product is: [Br:1][C:2]1[C:3]([NH:10][C:11]2[C:16]([Cl:17])=[CH:15][N:14]=[C:13]([C:18]3[CH:23]=[CH:22][CH:21]=[CH:20][C:19]=3[CH:24]([OH:27])[CH:25]=[CH2:26])[N:12]=2)=[N:4][N:5]([C:28](=[O:30])[CH3:29])[C:6]=1[CH:7]1[CH2:9][CH2:8]1. (5) Given the reactants [F:1][C:2]1[CH:7]=[CH:6][C:5]([OH:8])=[CH:4][CH:3]=1.[C:9]([O-:12])([O-])=O.[Cs+].[Cs+].[CH3:15][N:16]1[C:21](=O)[N:20]([CH3:23])[CH2:19][CH2:18]C1, predict the reaction product. The product is: [CH2:19]([N:20]1[C:23]([CH:9]=[O:12])=[CH:15][N:16]=[C:21]1[O:8][C:5]1[CH:6]=[CH:7][C:2]([F:1])=[CH:3][CH:4]=1)[CH3:18]. (6) Given the reactants [F:1][C:2]1[CH:3]=[C:4]([CH2:9][C:10]([NH:12][NH:13][C:14](=O)[C:15]2[CH:20]=[CH:19][C:18]([C:21]3[O:25][C:24]([CH3:26])=[N:23][CH:22]=3)=[C:17]([O:27][CH3:28])[CH:16]=2)=[O:11])[CH:5]=[CH:6][C:7]=1[F:8].C(Cl)(Cl)(Cl)Cl.C1(P(C2C=CC=CC=2)C2C=CC=CC=2)C=CC=CC=1, predict the reaction product. The product is: [F:1][C:2]1[CH:3]=[C:4]([CH:5]=[CH:6][C:7]=1[F:8])[CH2:9][C:10]1[O:11][C:14]([C:15]2[CH:20]=[CH:19][C:18]([C:21]3[O:25][C:24]([CH3:26])=[N:23][CH:22]=3)=[C:17]([O:27][CH3:28])[CH:16]=2)=[N:13][N:12]=1. (7) Given the reactants [N:1]1([C:7]([C:9]2[CH:10]=[C:11]([C:18]3[CH:23]=[CH:22][CH:21]=[CH:20][CH:19]=3)[CH:12]=[C:13]([N+:15]([O-])=O)[CH:14]=2)=[O:8])[CH2:6][CH2:5][O:4][CH2:3][CH2:2]1.[H][H].ClCCl, predict the reaction product. The product is: [NH2:15][C:13]1[CH:14]=[C:9]([C:7]([N:1]2[CH2:2][CH2:3][O:4][CH2:5][CH2:6]2)=[O:8])[CH:10]=[C:11]([C:18]2[CH:19]=[CH:20][CH:21]=[CH:22][CH:23]=2)[CH:12]=1.